From a dataset of Full USPTO retrosynthesis dataset with 1.9M reactions from patents (1976-2016). Predict the reactants needed to synthesize the given product. (1) The reactants are: [NH2:1][C:2]1[CH:3]=[C:4]([C:8]2[C:17]3[C:12](=[C:13]([C:18]([F:21])([F:20])[F:19])[CH:14]=[CH:15][CH:16]=3)[N:11]=[CH:10][C:9]=2[C:22]([O:24]CC)=[O:23])[CH:5]=[CH:6][CH:7]=1.[Cl:27][C:28]1[CH:33]=[CH:32][CH:31]=[CH:30][C:29]=1[N:34]=[C:35]=[O:36]. Given the product [Cl:27][C:28]1[CH:33]=[CH:32][CH:31]=[CH:30][C:29]=1[NH:34][C:35]([NH:1][C:2]1[CH:3]=[C:4]([C:8]2[C:17]3[C:12](=[C:13]([C:18]([F:20])([F:21])[F:19])[CH:14]=[CH:15][CH:16]=3)[N:11]=[CH:10][C:9]=2[C:22]([OH:24])=[O:23])[CH:5]=[CH:6][CH:7]=1)=[O:36], predict the reactants needed to synthesize it. (2) The reactants are: [C:1]([C:4]1[N:8]2[N:9]=[CH:10][CH:11]=[CH:12][C:7]2=[C:6]([C:13]([OH:15])=O)[C:5]=1[CH3:16])(=[O:3])[CH3:2].[NH2:17][CH2:18][C:19]1[C:20]([OH:28])=[N:21][C:22]([CH3:27])=[CH:23][C:24]=1[O:25][CH3:26].C(N(CC)CC)C. Given the product [C:1]([C:4]1[N:8]2[N:9]=[CH:10][CH:11]=[CH:12][C:7]2=[C:6]([C:13]([NH:17][CH2:18][C:19]2[C:20](=[O:28])[NH:21][C:22]([CH3:27])=[CH:23][C:24]=2[O:25][CH3:26])=[O:15])[C:5]=1[CH3:16])(=[O:3])[CH3:2], predict the reactants needed to synthesize it. (3) The reactants are: [Cl:1][C:2]1[CH:3]=[C:4]([N:9]2[CH:13]=[CH:12][C:11]([OH:14])=[N:10]2)[CH:5]=[CH:6][C:7]=1[Cl:8].Cl[CH2:16][CH:17]1[CH2:19][O:18]1.C(=O)([O-])[O-].[K+].[K+].[I-].[Na+]. Given the product [Cl:1][C:2]1[CH:3]=[C:4]([N:9]2[CH:13]=[CH:12][C:11]([O:14][CH2:16][CH:17]3[CH2:19][O:18]3)=[N:10]2)[CH:5]=[CH:6][C:7]=1[Cl:8], predict the reactants needed to synthesize it.